This data is from Full USPTO retrosynthesis dataset with 1.9M reactions from patents (1976-2016). The task is: Predict the reactants needed to synthesize the given product. Given the product [O:1]=[C:2]1[C:11]2[N:12]=[CH:13][S:14][C:10]=2[C:9]2[CH:8]=[CH:7][C:6]([C:15]([OH:17])=[O:16])=[CH:5][C:4]=2[NH:3]1, predict the reactants needed to synthesize it. The reactants are: [O:1]=[C:2]1[C:11]2[N:12]=[CH:13][S:14][C:10]=2[C:9]2[CH:8]=[CH:7][C:6]([C:15]([O:17]C)=[O:16])=[CH:5][C:4]=2[NH:3]1.[Li+].[OH-].C1COCC1.[OH-].[Na+].